From a dataset of PAMPA (Parallel Artificial Membrane Permeability Assay) permeability data from NCATS. Regression/Classification. Given a drug SMILES string, predict its absorption, distribution, metabolism, or excretion properties. Task type varies by dataset: regression for continuous measurements (e.g., permeability, clearance, half-life) or binary classification for categorical outcomes (e.g., BBB penetration, CYP inhibition). Dataset: pampa_ncats. (1) The compound is C1CCN(CC1)C2=NC=NC3=C2C=CC(=C3)NC(=O)C4=CC(=CC(=C4)F)F. The result is 1 (high permeability). (2) The drug is CCCCOC(=O)C1=C2C(=NC=C1)C=C(S2)C(C3=CC=CC=C3Cl)OCCN4CCCCC4. The result is 1 (high permeability).